From a dataset of Full USPTO retrosynthesis dataset with 1.9M reactions from patents (1976-2016). Predict the reactants needed to synthesize the given product. Given the product [C:1]([O:5][C:6](=[O:7])[NH:8][C:9]1[CH:26]=[CH:25][CH:24]=[C:11]([O:12][C:13]2[C:18]([C:19](=[O:21])[NH:27][C:28]3[CH:33]=[CH:32][CH:31]=[CH:30][CH:29]=3)=[CH:17][N:16]=[C:15]([S:22][CH3:23])[N:14]=2)[CH:10]=1)([CH3:4])([CH3:2])[CH3:3], predict the reactants needed to synthesize it. The reactants are: [C:1]([O:5][C:6]([NH:8][C:9]1[CH:10]=[C:11]([CH:24]=[CH:25][CH:26]=1)[O:12][C:13]1[C:18]([C:19]([OH:21])=O)=[CH:17][N:16]=[C:15]([S:22][CH3:23])[N:14]=1)=[O:7])([CH3:4])([CH3:3])[CH3:2].[NH2:27][C:28]1[CH:33]=[CH:32][CH:31]=[CH:30][CH:29]=1.C([O-])([O-])=O.[Cs+].[Cs+].